From a dataset of Reaction yield outcomes from USPTO patents with 853,638 reactions. Predict the reaction yield, written as a fraction of the theoretical maximum amount of product (1.0 means a 100% yield; for example, 0.34 means a 34% yield). (1) The reactants are [CH2:1]([NH:8][CH2:9][CH2:10][NH2:11])[C:2]1[CH:7]=[CH:6][CH:5]=[CH:4][CH:3]=1.[C:12]([N:14]=[C:15](SC)SC)#[N:13]. The catalyst is O1CCOCC1.ClCCl. The product is [CH2:1]([N:8]1[CH2:9][CH2:10][NH:11][C:15]1=[N:14][C:12]#[N:13])[C:2]1[CH:7]=[CH:6][CH:5]=[CH:4][CH:3]=1. The yield is 0.950. (2) The reactants are I[C:2]1[CH:3]=[N:4][N:5]([C:7]2[CH:12]=[CH:11][C:10]([N+:13]([O-:15])=[O:14])=[CH:9][N:8]=2)[CH:6]=1.[CH:16]1(B(O)O)[CH2:18][CH2:17]1.C1(P(C2CCCCC2)C2CCCCC2)CCCCC1.P([O-])([O-])([O-])=O.[K+].[K+].[K+]. The catalyst is C([O-])(=O)C.[Pd+2].C([O-])(=O)C. The product is [CH:16]1([C:2]2[CH:3]=[N:4][N:5]([C:7]3[CH:12]=[CH:11][C:10]([N+:13]([O-:15])=[O:14])=[CH:9][N:8]=3)[CH:6]=2)[CH2:18][CH2:17]1. The yield is 0.280. (3) The reactants are [Cl:1][C:2]1[N:7]=[C:6](Cl)[C:5]([F:9])=[CH:4][N:3]=1.[C:10]1([NH2:17])[CH:15]=[CH:14][CH:13]=[CH:12][C:11]=1[NH2:16].CCN(C(C)C)C(C)C. The catalyst is C(O)CCC. The product is [Cl:1][C:2]1[N:7]=[C:6]([NH:16][C:11]2[C:10]([NH2:17])=[CH:15][CH:14]=[CH:13][CH:12]=2)[C:5]([F:9])=[CH:4][N:3]=1. The yield is 0.710. (4) The reactants are [C:1]([O-])(=O)C.[NH4+:5].[C:6]([CH2:8][C:9]([O:11]CC)=O)#[N:7].[O:14]1[CH:18]=[CH:17][CH:16]=[C:15]1[CH:19]=O.[N+:21]([C:24]1[CH:31]=[CH:30][C:27]([CH:28]=O)=[CH:26][CH:25]=1)([O-:23])=[O:22]. No catalyst specified. The product is [O:14]1[CH:18]=[CH:17][CH:16]=[C:15]1[C:19]1[NH:5][C:9](=[O:11])[C:8]([C:6]#[N:7])=[C:28]([C:27]2[CH:30]=[CH:31][C:24]([N+:21]([O-:23])=[O:22])=[CH:25][CH:26]=2)[CH:1]=1. The yield is 0.390. (5) The reactants are [OH:1][CH:2]1[CH2:7][CH2:6][CH:5]([C:8]([O:10][CH2:11][CH3:12])=[O:9])[CH2:4][CH2:3]1.C[N+]1([O-])CCOCC1. The catalyst is C(#N)C.[Ru]([O-])(=O)(=O)=O.C([N+](CCC)(CCC)CCC)CC. The product is [O:1]=[C:2]1[CH2:7][CH2:6][CH:5]([C:8]([O:10][CH2:11][CH3:12])=[O:9])[CH2:4][CH2:3]1. The yield is 0.980. (6) The reactants are F.F.F.C(N(CC)CC)C.C(N(CC)CC)C.[Si]([O:35][CH2:36][C@H:37]1[O:41][C@@H:40]([N:42]2[CH:49]=[C:48]([CH3:50])[C:46](=[O:47])[NH:45][C:43]2=[O:44])[C@H:39]([O:51][CH2:52][CH2:53][O:54][N:55]([CH3:57])[CH3:56])[C@@H:38]1[OH:58])(C(C)(C)C)(C1C=CC=CC=1)C1C=CC=CC=1.CO. The catalyst is C1COCC1.C(Cl)Cl. The product is [CH3:56][N:55]([CH3:57])[O:54][CH2:53][CH2:52][O:51][C@@H:39]1[C@H:38]([OH:58])[C@@H:37]([CH2:36][OH:35])[O:41][C@H:40]1[N:42]1[CH:49]=[C:48]([CH3:50])[C:46](=[O:47])[NH:45][C:43]1=[O:44]. The yield is 0.925. (7) The reactants are [F:1][C:2]1[CH:7]=[CH:6][C:5]([CH:8](C(OC)=O)[C:9]([O:11]C)=[O:10])=[C:4]([N+:17]([O-:19])=[O:18])[CH:3]=1.C(OCC)(=O)C.CCCCCC. The catalyst is Cl. The product is [F:1][C:2]1[CH:7]=[CH:6][C:5]([CH2:8][C:9]([OH:11])=[O:10])=[C:4]([N+:17]([O-:19])=[O:18])[CH:3]=1. The yield is 0.870.